This data is from Full USPTO retrosynthesis dataset with 1.9M reactions from patents (1976-2016). The task is: Predict the reactants needed to synthesize the given product. (1) Given the product [F:1][C:2]1[CH:7]=[C:6]([I:8])[CH:5]=[CH:4][C:3]=1[NH:9][C:10]1[C:15]([N+:16]([O-:18])=[O:17])=[C:14]([F:19])[CH:13]=[C:12]([O:23][CH3:22])[C:11]=1[F:21], predict the reactants needed to synthesize it. The reactants are: [F:1][C:2]1[CH:7]=[C:6]([I:8])[CH:5]=[CH:4][C:3]=1[NH:9][C:10]1[C:15]([N+:16]([O-:18])=[O:17])=[C:14]([F:19])[CH:13]=[C:12](F)[C:11]=1[F:21].[CH3:22][O-:23].[Na+]. (2) The reactants are: [CH3:1][C:2]1[N:7]=[N:6][CH:5]=[C:4]([C:8]2[C@:9]3([CH2:25][CH2:24][C@H:23]4[C@@H:14]([CH2:15][CH2:16][C:17]5[CH:18]=[C:19]([C:26]([O:28]C)=[O:27])[CH:20]=[CH:21][C:22]=54)[C@@H:11]3[CH2:12][CH:13]=2)[CH3:10])[CH:3]=1.[OH-].[Na+].C(O)(=O)CC(CC(O)=O)(C(O)=O)O. Given the product [CH3:1][C:2]1[N:7]=[N:6][CH:5]=[C:4]([C:8]2[C@:9]3([CH2:25][CH2:24][C@H:23]4[C@@H:14]([CH2:15][CH2:16][C:17]5[CH:18]=[C:19]([C:26]([OH:28])=[O:27])[CH:20]=[CH:21][C:22]=54)[C@@H:11]3[CH2:12][CH:13]=2)[CH3:10])[CH:3]=1, predict the reactants needed to synthesize it. (3) Given the product [Cl:9][C:5]1[C:6]([Cl:8])=[CH:7][C:2]([B:20]2[O:24][C:23]([CH3:26])([CH3:25])[C:22]([CH3:28])([CH3:27])[O:21]2)=[C:3]([F:10])[CH:4]=1, predict the reactants needed to synthesize it. The reactants are: Br[C:2]1[CH:7]=[C:6]([Cl:8])[C:5]([Cl:9])=[CH:4][C:3]=1[F:10].C([Mg]Cl)(C)C.C(O[B:20]1[O:24][C:23]([CH3:26])([CH3:25])[C:22]([CH3:28])([CH3:27])[O:21]1)(C)C.C(OCC)C. (4) Given the product [F:3][C:4]1[C:9]2[N:10]([CH3:18])[C:11](=[O:13])[O:12][C:8]=2[CH:7]=[C:6]([N+:14]([O-:16])=[O:15])[CH:5]=1, predict the reactants needed to synthesize it. The reactants are: IC.[F:3][C:4]1[C:9]2[NH:10][C:11](=[O:13])[O:12][C:8]=2[CH:7]=[C:6]([N+:14]([O-:16])=[O:15])[CH:5]=1.N12CCCN=C1CCCC[CH2:18]2.